From a dataset of Forward reaction prediction with 1.9M reactions from USPTO patents (1976-2016). Predict the product of the given reaction. (1) Given the reactants C([CH2:4][C@H:5]1[CH2:10][CH2:9][C@H:8]([O:11][C:12]([N:14]2[CH2:23][CH2:22][C:21]3[C:16](=[CH:17][CH:18]=[C:19]([NH:24][C:25]([NH:27][C:28]4[CH:33]=[CH:32][CH:31]=[CH:30][C:29]=4[F:34])=[O:26])[CH:20]=3)[CH2:15]2)=[O:13])[CH2:7][CH2:6]1)(O)=O.C[C:36]1([CH3:44])[O:43][C:41](=[O:42])[CH2:40][C:38](=[O:39])O1.CN(C1C=CC=CN=1)C.CCN=C=NCCCN(C)C, predict the reaction product. The product is: [CH2:36]([O:43][C:41]([CH2:40][C:38](=[O:39])[CH2:4][C@H:5]1[CH2:6][CH2:7][C@H:8]([O:11][C:12]([N:14]2[CH2:23][CH2:22][C:21]3[C:16](=[CH:17][CH:18]=[C:19]([NH:24][C:25]([NH:27][C:28]4[CH:33]=[CH:32][CH:31]=[CH:30][C:29]=4[F:34])=[O:26])[CH:20]=3)[CH2:15]2)=[O:13])[CH2:9][CH2:10]1)=[O:42])[CH3:44]. (2) The product is: [C:1]([O:5][C:6]([N:8]1[C:12]2=[C:13]([Cl:20])[N:14]=[CH:15][C:16]([C:17](=[O:19])[NH:26][CH2:25][CH:22]3[CH2:24][CH2:23]3)=[C:11]2[C:10]([CH3:21])=[CH:9]1)=[O:7])([CH3:4])([CH3:3])[CH3:2]. Given the reactants [C:1]([O:5][C:6]([N:8]1[C:12]2[C:13]([Cl:20])=[N:14][CH:15]=[C:16]([C:17]([OH:19])=O)[C:11]=2[C:10]([CH3:21])=[CH:9]1)=[O:7])([CH3:4])([CH3:3])[CH3:2].[CH:22]1([CH2:25][NH2:26])[CH2:24][CH2:23]1, predict the reaction product.